Dataset: Reaction yield outcomes from USPTO patents with 853,638 reactions. Task: Predict the reaction yield, written as a fraction of the theoretical maximum amount of product (1.0 means a 100% yield; for example, 0.34 means a 34% yield). The reactants are [Cl:1][C:2]1[CH:3]=[C:4]([NH:9][C:10]2[C:15]3=[C:16]([CH2:19][C:20]4([OH:27])[CH2:25][CH2:24][C:23](=O)[CH2:22][CH2:21]4)[CH:17]=[CH:18][N:14]3[N:13]=[CH:12][N:11]=2)[CH:5]=[CH:6][C:7]=1[F:8].[BH3-]C#[N:30].[Na+]. The catalyst is CO. The product is [NH2:30][CH:23]1[CH2:24][CH2:25][C:20]([CH2:19][C:16]2[CH:17]=[CH:18][N:14]3[C:15]=2[C:10]([NH:9][C:4]2[CH:5]=[CH:6][C:7]([F:8])=[C:2]([Cl:1])[CH:3]=2)=[N:11][CH:12]=[N:13]3)([OH:27])[CH2:21][CH2:22]1. The yield is 0.150.